Dataset: Full USPTO retrosynthesis dataset with 1.9M reactions from patents (1976-2016). Task: Predict the reactants needed to synthesize the given product. (1) Given the product [CH3:17][S:18]([C:2]1[CH:3]=[C:4]([CH:8]=[C:9]([S:11]([F:16])([F:15])([F:14])([F:13])[F:12])[CH:10]=1)[C:5]([OH:7])=[O:6])(=[O:20])=[O:19], predict the reactants needed to synthesize it. The reactants are: Br[C:2]1[CH:3]=[C:4]([CH:8]=[C:9]([S:11]([F:16])([F:15])([F:14])([F:13])[F:12])[CH:10]=1)[C:5]([OH:7])=[O:6].[CH3:17][S:18]([O-:20])=[O:19].[Na+].N1CCC[C@H]1C(O)=O.C(=O)([O-])[O-].[K+].[K+]. (2) The reactants are: [CH3:1][C@H:2]([NH:10][CH3:11])[CH2:3][C:4]1[CH:5]=[CH:6][CH:7]=[CH:8][CH:9]=1.C(=O)([O-])[O-:13].[Na+].[Na+].C(=O)(O)[O-]. Given the product [CH3:1][C@H:2]([NH:10][CH3:11])[C@@H:3]([OH:13])[C:4]1[CH:5]=[CH:6][CH:7]=[CH:8][CH:9]=1, predict the reactants needed to synthesize it. (3) Given the product [CH2:12]([O:8][C:5]1[CH:6]=[CH:7][C:2]([CH3:1])=[C:3]([N+:9]([O-:11])=[O:10])[CH:4]=1)[CH3:13], predict the reactants needed to synthesize it. The reactants are: [CH3:1][C:2]1[CH:7]=[CH:6][C:5]([OH:8])=[CH:4][C:3]=1[N+:9]([O-:11])=[O:10].[CH2:12](I)[CH3:13]. (4) The reactants are: [CH3:1][O:2][C:3]1[C@H:4]([CH:11]([CH3:13])[CH3:12])[N:5]=[C:6]([O:9][CH3:10])[CH2:7][N:8]=1.[Br:14][C:15]1[C:22]([F:23])=[CH:21][C:18]([CH2:19]Br)=[C:17]([F:24])[CH:16]=1. Given the product [CH3:1][O:2][C:3]1[C@H:4]([CH:11]([CH3:13])[CH3:12])[N:5]=[C:6]([O:9][CH3:10])[C@@H:7]([CH2:19][C:18]2[CH:21]=[C:22]([F:23])[C:15]([Br:14])=[CH:16][C:17]=2[F:24])[N:8]=1, predict the reactants needed to synthesize it. (5) Given the product [OH:47][C:46]1[CH:15]=[CH:16][C:11]([C:9]2[O:10][C:6]3[C:5]([CH:26]([O:42][CH3:41])[CH3:27])=[CH:4][C:3]([OH:2])=[CH:25][C:7]=3[C:8]=2[C:19]2[CH:24]=[CH:23][CH:22]=[CH:21][CH:20]=2)=[CH:12][CH:13]=1, predict the reactants needed to synthesize it. The reactants are: C[O:2][C:3]1[CH:4]=[C:5]([CH:26]=[CH2:27])[C:6]2[O:10][C:9]([C:11]3[CH:16]=[CH:15]C(OC)=[CH:13][CH:12]=3)=[C:8]([C:19]3[CH:24]=[CH:23][CH:22]=[CH:21][CH:20]=3)[C:7]=2[CH:25]=1.C1CCCCC=1.B(F)(F)F.S(C)C.[C:41]([O-])(O)=[O:42].[Na+].[CH3:46][OH:47]. (6) Given the product [CH3:18][CH2:17][CH2:16][CH2:15][CH2:14][CH2:13][C:12]([O:8][CH:6]1[CH2:5][C:4]([CH3:10])([CH3:9])[NH:3][C:2]([CH3:11])([CH3:1])[CH2:7]1)=[O:19].[ClH:30], predict the reactants needed to synthesize it. The reactants are: [CH3:1][C:2]1([CH3:11])[CH2:7][CH:6]([OH:8])[CH2:5][C:4]([CH3:10])([CH3:9])[NH:3]1.[C:12](OC)(=[O:19])[CH2:13][CH2:14][CH2:15][CH2:16][CH2:17][CH3:18].C(=O)([O-])[O-].[K+].[K+].N#N.[ClH:30]. (7) Given the product [CH2:1]([O:3][C:4](=[O:42])[CH:5]([N:7]([O:35][C:36]1[CH:41]=[CH:40][CH:39]=[CH:38][CH:37]=1)[PH:8]([CH2:10][C:11]([CH3:34])=[CH:12][CH2:13][C:14]1[C:15]([OH:27])=[C:16]2[C:20](=[C:21]([CH3:25])[C:22]=1[CH2:23][CH3:24])[CH2:19][O:18][C:17]2=[O:26])=[O:9])[CH3:6])[CH3:2], predict the reactants needed to synthesize it. The reactants are: [CH2:1]([O:3][C:4](=[O:42])[CH:5]([N:7]([O:35][C:36]1[CH:41]=[CH:40][CH:39]=[CH:38][CH:37]=1)[PH:8]([CH2:10][C:11]([CH3:34])=[CH:12][CH2:13][C:14]1[C:15]([O:27]CC[Si](C)(C)C)=[C:16]2[C:20](=[C:21]([CH3:25])[C:22]=1[CH2:23][CH3:24])[CH2:19][O:18][C:17]2=[O:26])=[O:9])[CH3:6])[CH3:2].N1C=CC=CC=1. (8) Given the product [C:12]1([S:18][C:2]2[CH:3]=[C:4]3[C:8](=[CH:9][CH:10]=2)[C:7](=[O:11])[CH2:6][CH2:5]3)[CH:17]=[CH:16][CH:15]=[CH:14][CH:13]=1, predict the reactants needed to synthesize it. The reactants are: F[C:2]1[CH:3]=[C:4]2[C:8](=[CH:9][CH:10]=1)[C:7](=[O:11])[CH2:6][CH2:5]2.[C:12]1([SH:18])[CH:17]=[CH:16][CH:15]=[CH:14][CH:13]=1.C(=O)([O-])[O-].[K+].[K+]. (9) Given the product [CH3:25][C:6]1[CH:7]=[C:8]([C:12]2[NH:21][C:20](=[O:22])[C:19]3[C:14](=[CH:15][CH:16]=[CH:17][C:18]=3[O:23][CH3:24])[N:13]=2)[CH:9]=[C:10]([CH3:11])[C:5]=1[O:4][CH2:3][CH2:2][N:26]1[CH2:30][CH2:29][CH2:28][CH2:27]1, predict the reactants needed to synthesize it. The reactants are: Br[CH2:2][CH2:3][O:4][C:5]1[C:10]([CH3:11])=[CH:9][C:8]([C:12]2[NH:21][C:20](=[O:22])[C:19]3[C:14](=[CH:15][CH:16]=[CH:17][C:18]=3[O:23][CH3:24])[N:13]=2)=[CH:7][C:6]=1[CH3:25].[NH:26]1[CH2:30][CH2:29][CH2:28][CH2:27]1. (10) Given the product [CH:1]1([O:7][C:8]2[CH:13]=[C:12]([O:14][CH2:15][CH2:16][O:17][CH3:18])[CH:11]=[CH:10][C:9]=2[CH2:19][CH2:20][CH2:21][OH:22])[CH2:2][CH2:3][CH2:4][CH2:5][CH2:6]1, predict the reactants needed to synthesize it. The reactants are: [CH:1]1([O:7][C:8]2[CH:13]=[C:12]([O:14][CH2:15][CH2:16][O:17][CH3:18])[CH:11]=[CH:10][C:9]=2[CH2:19][CH2:20][C:21](OCC)=[O:22])[CH2:6][CH2:5][CH2:4][CH2:3][CH2:2]1.[H-].C([Al+]CC(C)C)C(C)C.O.O.O.O.O.O.O.O.O.O.S([O-])([O-])(=O)=O.[Na+].[Na+].C(OCC)C.